From a dataset of Reaction yield outcomes from USPTO patents with 853,638 reactions. Predict the reaction yield, written as a fraction of the theoretical maximum amount of product (1.0 means a 100% yield; for example, 0.34 means a 34% yield). (1) The reactants are [Cl:1][C:2]1[CH:3]=[C:4]([CH:10]=[CH:11][CH:12]=1)[CH2:5]P(=O)([O-])[O-].[Li]CCCC.[CH3:18][CH2:19][CH2:20][CH2:21][CH2:22][CH3:23].C(=O)CCCC#C. The catalyst is C1COCC1. The product is [Cl:1][C:2]1[CH:12]=[CH:11][CH:10]=[C:4]([CH:5]=[CH:23][CH2:22][CH2:21][CH2:20][C:19]#[CH:18])[CH:3]=1. The yield is 0.930. (2) The reactants are [CH3:1]C(C)([O-])C.[K+].[F:7][C:8]1[C:9]([NH:22][C:23]2[CH:28]=[CH:27][C:26]([I:29])=[CH:25][C:24]=2[F:30])=[C:10]([C:15]([N:17]2[CH2:20][C:19](=O)[CH2:18]2)=[O:16])[CH:11]=[CH:12][C:13]=1[F:14].C(OCC)(=O)C. The catalyst is [Br-].C[P+](C1C=CC=CC=1)(C1C=CC=CC=1)C1C=CC=CC=1.O1CCCC1. The product is [F:7][C:8]1[C:13]([F:14])=[CH:12][CH:11]=[C:10]([C:15]([N:17]2[CH2:20][C:19](=[CH2:1])[CH2:18]2)=[O:16])[C:9]=1[NH:22][C:23]1[CH:28]=[CH:27][C:26]([I:29])=[CH:25][C:24]=1[F:30]. The yield is 0.210. (3) The reactants are [NH2:1][C:2]1[CH:10]=[C:9]([O:11][CH2:12][C:13]2[CH:18]=[CH:17][CH:16]=[CH:15][CH:14]=2)[CH:8]=[CH:7][C:3]=1[C:4]([NH2:6])=[O:5].[F:19][C:20]1[CH:25]=[CH:24][C:23]([CH:26]2[O:30]C(=O)[O:28][C:27]2=O)=[CH:22][CH:21]=1. The catalyst is C1COCC1. The product is [CH2:12]([O:11][C:9]1[CH:8]=[CH:7][C:3]([C:4]([NH2:6])=[O:5])=[C:2]([NH:1][C:27](=[O:28])[CH:26]([C:23]2[CH:24]=[CH:25][C:20]([F:19])=[CH:21][CH:22]=2)[OH:30])[CH:10]=1)[C:13]1[CH:18]=[CH:17][CH:16]=[CH:15][CH:14]=1. The yield is 0.640. (4) The reactants are Cl[C:2]1[CH:3]=[C:4]([OH:10])[CH:5]=[C:6]([O:8][CH3:9])[CH:7]=1.[B:11]1([B:11]2[O:15][C:14]([CH3:17])([CH3:16])[C:13]([CH3:19])([CH3:18])[O:12]2)[O:15][C:14]([CH3:17])([CH3:16])[C:13]([CH3:19])([CH3:18])[O:12]1.C([O-])(=O)C.[K+].COCCOC. The catalyst is C1C=CC(/C=C/C(/C=C/C2C=CC=CC=2)=O)=CC=1.C1C=CC(/C=C/C(/C=C/C2C=CC=CC=2)=O)=CC=1.C1C=CC(/C=C/C(/C=C/C2C=CC=CC=2)=O)=CC=1.[Pd].[Pd].C1(P(C2CCCCC2)C2CCCCC2)CCCCC1.O. The product is [CH3:9][O:8][C:6]1[CH:5]=[C:4]([OH:10])[CH:3]=[C:2]([B:11]2[O:15][C:14]([CH3:17])([CH3:16])[C:13]([CH3:19])([CH3:18])[O:12]2)[CH:7]=1. The yield is 0.880. (5) The reactants are [CH:1]([C:3]1[S:7][C:6](/[CH:8]=[CH:9]/[C:10]([O:12]C(C)(C)C)=[O:11])=[CH:5][C:4]=1[CH3:17])=[O:2].Cl. The catalyst is CCOC(C)=O. The yield is 0.800. The product is [CH:1]([C:3]1[S:7][C:6](/[CH:8]=[CH:9]/[C:10]([OH:12])=[O:11])=[CH:5][C:4]=1[CH3:17])=[O:2].